This data is from Full USPTO retrosynthesis dataset with 1.9M reactions from patents (1976-2016). The task is: Predict the reactants needed to synthesize the given product. (1) Given the product [Br:1][C:2]1[C:10]2[C:5](=[CH:6][CH:7]=[C:8]([C:11]#[N:12])[CH:9]=2)[N:4]([CH:26]2[CH2:27][CH2:28][CH2:29][CH2:30][O:25]2)[N:3]=1, predict the reactants needed to synthesize it. The reactants are: [Br:1][C:2]1[C:10]2[C:5](=[CH:6][CH:7]=[C:8]([C:11]#[N:12])[CH:9]=2)[NH:4][N:3]=1.O.C1(C)C=CC(S(O)(=O)=O)=CC=1.[O:25]1[CH:30]=[CH:29][CH2:28][CH2:27][CH2:26]1. (2) Given the product [NH2:8][C:9]1[CH:10]=[N:11][CH:12]=[CH:13][C:14]=1[N:15]1[CH2:20][C@H:19]([CH3:21])[C@H:18]([C:22]#[N:23])[C@H:17]([NH:24][C:25](=[O:31])[O:26][C:27]([CH3:30])([CH3:29])[CH3:28])[CH2:16]1, predict the reactants needed to synthesize it. The reactants are: C(OC([NH:8][C:9]1[CH:10]=[N:11][CH:12]=[CH:13][C:14]=1[N:15]1[CH2:20][C@H:19]([CH3:21])[C@H:18]([C:22]#[N:23])[C@H:17]([NH:24][C:25](=[O:31])[O:26][C:27]([CH3:30])([CH3:29])[CH3:28])[CH2:16]1)=O)(C)(C)C.Cl.O1CCOCC1.CCN(C(C)C)C(C)C.C(ON1C(=O)CCC1=O)(OC(C)(C)C)=O.